The task is: Predict the reaction yield, written as a fraction of the theoretical maximum amount of product (1.0 means a 100% yield; for example, 0.34 means a 34% yield).. This data is from Reaction yield outcomes from USPTO patents with 853,638 reactions. (1) The reactants are [CH2:1]([O:8][C:9]1[CH:16]=[C:15]([NH:17][NH2:18])[CH:14]=[CH:13][C:10]=1[C:11]#[N:12])[C:2]1[CH:7]=[CH:6][CH:5]=[CH:4][CH:3]=1.[CH:19]1([CH:24]=[C:25]2[CH2:34][CH2:33][C:32]3[CH:31]=[C:30]([C:35]([O:37][CH3:38])=[O:36])[CH:29]=[CH:28][C:27]=3[C:26]2=O)[CH2:23][CH2:22][CH2:21][CH2:20]1. The catalyst is Cl.C(O)C. The product is [CH2:1]([O:8][C:9]1[CH:16]=[C:15]([N:17]2[CH:24]([CH:19]3[CH2:20][CH2:21][CH2:22][CH2:23]3)[CH:25]3[C:26]([C:27]4[CH:28]=[CH:29][C:30]([C:35]([O:37][CH3:38])=[O:36])=[CH:31][C:32]=4[CH2:33][CH2:34]3)=[N:18]2)[CH:14]=[CH:13][C:10]=1[C:11]#[N:12])[C:2]1[CH:3]=[CH:4][CH:5]=[CH:6][CH:7]=1. The yield is 0.960. (2) The reactants are [CH3:1][S:2]([CH2:5][CH2:6][N:7]1[C:11]2[CH:12]=[CH:13][CH:14]=[CH:15][C:10]=2[N:9]=[C:8]1[CH2:16]O)(=[O:4])=[O:3].O=S(Cl)[Cl:20]. The catalyst is C(Cl)Cl. The product is [Cl:20][CH2:16][C:8]1[N:7]([CH2:6][CH2:5][S:2]([CH3:1])(=[O:4])=[O:3])[C:11]2[CH:12]=[CH:13][CH:14]=[CH:15][C:10]=2[N:9]=1. The yield is 0.330. (3) The reactants are C([O:3][C:4]([C:6]1[C:7]([C:12]2[CH:17]=[CH:16][C:15]([F:18])=[CH:14][N:13]=2)=[N:8][O:9][C:10]=1[CH3:11])=O)C.[H-].[Al+3].[Li+].[H-].[H-].[H-].O.[OH-].[Na+]. The catalyst is C1COCC1. The product is [F:18][C:15]1[CH:16]=[CH:17][C:12]([C:7]2[C:6]([CH2:4][OH:3])=[C:10]([CH3:11])[O:9][N:8]=2)=[N:13][CH:14]=1. The yield is 0.710.